Predict the product of the given reaction. From a dataset of Forward reaction prediction with 1.9M reactions from USPTO patents (1976-2016). (1) Given the reactants F[C:2](F)(F)C([O-])=O.[F:8][C:9]1[CH:10]=[C:11]([CH:23]=[C:24]([F:26])[CH:25]=1)[CH2:12][C@H:13]([NH2:22])[C@@H:14]([OH:21])[C@H:15]([OH:20])[CH2:16][CH2:17][CH2:18][CH3:19].[CH3:27][C:28]1[CH:29]=[C:30]([CH:34]=[C:35]([C:37]([N:39]([CH2:43][CH2:44][CH3:45])[CH2:40][CH2:41][CH3:42])=[O:38])[CH:36]=1)[C:31](O)=[O:32].CCN(C(C)C)C(C)C, predict the reaction product. The product is: [F:8][C:9]1[CH:10]=[C:11]([CH:23]=[C:24]([F:26])[CH:25]=1)[CH2:12][C@H:13]([NH:22][C:31](=[O:32])[C:30]1[CH:29]=[C:28]([CH3:27])[CH:36]=[C:35]([C:37]([N:39]([CH2:43][CH2:44][CH3:45])[CH2:40][CH2:41][CH3:42])=[O:38])[CH:34]=1)[C@@H:14]([OH:21])[C@H:15]([OH:20])[CH2:16][CH2:17][CH2:18][CH2:19][CH3:2]. (2) The product is: [N:21]1([C:2]2[N:11]=[C:10]3[C:5]([CH:6]=[C:7]([C:16]([O:18][CH2:19][CH3:20])=[O:17])[C:8]([C:12]([F:15])([F:14])[F:13])=[N:9]3)=[CH:4][CH:3]=2)[CH2:26][CH2:25][O:24][CH2:23][CH2:22]1. Given the reactants Cl[C:2]1[N:11]=[C:10]2[C:5]([CH:6]=[C:7]([C:16]([O:18][CH2:19][CH3:20])=[O:17])[C:8]([C:12]([F:15])([F:14])[F:13])=[N:9]2)=[CH:4][CH:3]=1.[NH:21]1[CH2:26][CH2:25][O:24][CH2:23][CH2:22]1, predict the reaction product. (3) The product is: [Br:1][C:2]1[CH:9]=[CH:8][C:5]([NH:6][CH3:7])=[C:4]([N+:10]([O-:12])=[O:11])[C:3]=1[O:21][CH2:20][CH:14]1[CH2:19][CH2:18][CH2:17][CH2:16][CH2:15]1. Given the reactants [Br:1][C:2]1[CH:9]=[CH:8][C:5]([NH:6][CH3:7])=[C:4]([N+:10]([O-:12])=[O:11])[C:3]=1F.[CH:14]1([CH2:20][OH:21])[CH2:19][CH2:18][CH2:17][CH2:16][CH2:15]1, predict the reaction product. (4) Given the reactants [C:1]([O:5][C:6]([N:8]1[CH2:13][CH2:12][CH:11]([NH:14][CH2:15][CH2:16][O:17][CH3:18])[CH2:10][CH2:9]1)=[O:7])([CH3:4])([CH3:3])[CH3:2].[CH:19]1([CH2:22]Br)[CH2:21][CH2:20]1.C(=O)([O-])[O-].[K+].[K+], predict the reaction product. The product is: [C:1]([O:5][C:6]([N:8]1[CH2:9][CH2:10][CH:11]([N:14]([CH2:22][CH:19]2[CH2:21][CH2:20]2)[CH2:15][CH2:16][O:17][CH3:18])[CH2:12][CH2:13]1)=[O:7])([CH3:4])([CH3:3])[CH3:2]. (5) Given the reactants [NH2:1][C:2]1[N:7]=[C:6](S(C)=O)[C:5]([C:11]2[CH:12]=[CH:13][C:14](=[O:20])[N:15]([CH:17]([CH3:19])[CH3:18])[N:16]=2)=[C:4]([C:21]2[CH:26]=[CH:25][CH:24]=[CH:23][CH:22]=2)[N:3]=1.[CH:27]1([NH2:30])[CH2:29][CH2:28]1, predict the reaction product. The product is: [NH2:1][C:2]1[N:7]=[C:6]([NH:30][CH:27]2[CH2:29][CH2:28]2)[C:5]([C:11]2[CH:12]=[CH:13][C:14](=[O:20])[N:15]([CH:17]([CH3:19])[CH3:18])[N:16]=2)=[C:4]([C:21]2[CH:26]=[CH:25][CH:24]=[CH:23][CH:22]=2)[N:3]=1. (6) The product is: [C:1]([N:8]1[CH:13]=[C:12]([CH2:14][NH2:15])[CH:11]=[N:10][CH:9]1[C:20]#[N:21])([O:3][C:4]([CH3:7])([CH3:6])[CH3:5])=[O:2]. Given the reactants [C:1]([N:8]1[CH:13]=[C:12]([CH2:14][NH2:15])[CH:11]=[N:10][CH:9]1S(C)(=O)=O)([O:3][C:4]([CH3:7])([CH3:6])[CH3:5])=[O:2].[C-:20]#[N:21].[K+].C1OCCOCCOCCOCCOCCOC1, predict the reaction product.